This data is from Peptide-MHC class I binding affinity with 185,985 pairs from IEDB/IMGT. The task is: Regression. Given a peptide amino acid sequence and an MHC pseudo amino acid sequence, predict their binding affinity value. This is MHC class I binding data. (1) The peptide sequence is DETKKQVNLM. The MHC is HLA-B44:03 with pseudo-sequence HLA-B44:03. The binding affinity (normalized) is 0. (2) The peptide sequence is RIRRFRRPM. The MHC is HLA-B15:03 with pseudo-sequence HLA-B15:03. The binding affinity (normalized) is 0.685. (3) The peptide sequence is GSFKEYVFW. The MHC is HLA-B07:02 with pseudo-sequence HLA-B07:02. The binding affinity (normalized) is 0.0847. (4) The peptide sequence is FVSSIFISFY. The MHC is HLA-A26:01 with pseudo-sequence HLA-A26:01. The binding affinity (normalized) is 0.778. (5) The peptide sequence is DWDLQHPQ. The MHC is Mamu-B08 with pseudo-sequence Mamu-B08. The binding affinity (normalized) is 0.